From a dataset of Catalyst prediction with 721,799 reactions and 888 catalyst types from USPTO. Predict which catalyst facilitates the given reaction. Product: [CH2:24]([O:23][C:21](=[O:22])[CH:20]=[C:8]1[CH2:9][CH2:10][C:5]2([O:4][CH2:3][CH2:2][O:1]2)[CH2:6][CH2:7]1)[CH3:25]. Reactant: [O:1]1[C:5]2([CH2:10][CH2:9][C:8](=O)[CH2:7][CH2:6]2)[O:4][CH2:3][CH2:2]1.C(OP([CH2:20][C:21]([O:23][CH2:24][CH3:25])=[O:22])(OCC)=O)C.C1(C)C=CC=CC=1.C(O)C.[O-]CC.[Na+]. The catalyst class is: 6.